This data is from Full USPTO retrosynthesis dataset with 1.9M reactions from patents (1976-2016). The task is: Predict the reactants needed to synthesize the given product. (1) Given the product [F:1][C:2]1[CH:29]=[C:28]([F:30])[CH:27]=[CH:26][C:3]=1[CH2:4][O:5][C:6]1[CH:23]=[CH:22][C:21]([CH:24]=[O:25])=[CH:20][C:7]=1[C:8]([OH:10])=[O:9], predict the reactants needed to synthesize it. The reactants are: [F:1][C:2]1[CH:29]=[C:28]([F:30])[CH:27]=[CH:26][C:3]=1[CH2:4][O:5][C:6]1[CH:23]=[CH:22][C:21]([CH:24]=[O:25])=[CH:20][C:7]=1[C:8]([O:10]CC1C=CC(F)=CC=1F)=[O:9].C(OC1C=CC(C=O)=CC=1C(O)=O)C1C=CC=CC=1. (2) Given the product [Br:27][CH2:28][C:29]([NH:11][C:6]1[NH:7][C:8]2[C:4]([C:5]=1[S:12]([C:15]1[CH:20]=[CH:19][CH:18]=[CH:17][CH:16]=1)(=[O:14])=[O:13])=[CH:3][C:2]([Cl:1])=[CH:10][CH:9]=2)=[O:30], predict the reactants needed to synthesize it. The reactants are: [Cl:1][C:2]1[CH:3]=[C:4]2[C:8](=[CH:9][CH:10]=1)[NH:7][C:6]([NH2:11])=[C:5]2[S:12]([C:15]1[CH:20]=[CH:19][CH:18]=[CH:17][CH:16]=1)(=[O:14])=[O:13].N1C=CC=CC=1.[Br:27][CH2:28][C:29](Br)=[O:30]. (3) Given the product [CH3:57][O:58][CH:59]1[CH2:62][N:61]([CH2:63][C:64]2[CH:69]=[CH:68][C:67]([CH2:70][N:71]([CH3:72])[C:21]([C:18]3[CH:17]=[C:16]([CH2:15][N:13]([S:10]([C:6]4[C:5]([CH3:24])=[CH:4][C:3]([O:2][CH3:1])=[CH:8][C:7]=4[CH3:9])(=[O:12])=[O:11])[CH3:14])[O:20][CH:19]=3)=[O:22])=[CH:66][CH:65]=2)[CH2:60]1, predict the reactants needed to synthesize it. The reactants are: [CH3:1][O:2][C:3]1[CH:8]=[C:7]([CH3:9])[C:6]([S:10]([N:13]([CH2:15][C:16]2[O:20][CH:19]=[C:18]([C:21](O)=[O:22])[CH:17]=2)[CH3:14])(=[O:12])=[O:11])=[C:5]([CH3:24])[CH:4]=1.CCN=C=NCCCN(C)C.C1C=CC2N(O)N=NC=2C=1.CCN(C(C)C)C(C)C.Cl.Cl.[CH3:57][O:58][CH:59]1[CH2:62][N:61]([CH2:63][C:64]2[CH:69]=[CH:68][C:67]([CH2:70][NH:71][CH3:72])=[CH:66][CH:65]=2)[CH2:60]1. (4) Given the product [Br:15][CH2:12][C:11]1[C:2]([F:1])=[CH:3][CH:4]=[C:5]2[C:10]=1[N:9]=[C:8]([O:13][CH3:14])[CH:7]=[N:6]2, predict the reactants needed to synthesize it. The reactants are: [F:1][C:2]1[C:11]([CH3:12])=[C:10]2[C:5]([N:6]=[CH:7][C:8]([O:13][CH3:14])=[N:9]2)=[CH:4][CH:3]=1.[Br:15]N1C(=O)CCC1=O.